Dataset: SARS-CoV-2 main protease (3CLPro) crystallographic fragment screen with 879 compounds. Task: Binary Classification. Given a drug SMILES string, predict its activity (active/inactive) in a high-throughput screening assay against a specified biological target. (1) The molecule is CC(N)C(=O)N1CCCCC1C. The result is 0 (inactive). (2) The compound is Cn1cc([C@@H]2CCC[C@@H]2CO)cn1. The result is 0 (inactive). (3) The compound is OCC1(c2ccccn2)CCOCC1. The result is 0 (inactive). (4) The molecule is CCCn1nnnc1NC(=O)c1ccco1. The result is 0 (inactive). (5) The compound is O=C(O)C1CCN1. The result is 0 (inactive). (6) The molecule is Cn1nnc(NC(=O)c2ccc(F)cc2)n1. The result is 0 (inactive).